Dataset: Forward reaction prediction with 1.9M reactions from USPTO patents (1976-2016). Task: Predict the product of the given reaction. (1) Given the reactants [F:1][C:2]1([F:13])[O:6][C:5]2[CH:7]=[CH:8][CH:9]=[C:10]([NH:11]N)[C:4]=2[O:3]1.Cl.[NH:15]1[CH2:20][CH2:19][C:18](=O)[CH2:17][CH2:16]1.Cl, predict the reaction product. The product is: [F:1][C:2]1([F:13])[O:6][C:5]2[CH:7]=[CH:8][C:9]3[C:17]4[CH2:16][NH:15][CH2:20][CH2:19][C:18]=4[NH:11][C:10]=3[C:4]=2[O:3]1. (2) Given the reactants [CH3:1][O:2][C:3]([C:5]1([C:10]2[CH:15]=[CH:14][N:13]=[C:12]([C:16]3[CH:21]=[CH:20][C:19]([C:22]([F:25])([F:24])[F:23])=[CH:18][CH:17]=3)[CH:11]=2)[CH2:9][CH:8]=[CH:7][CH2:6]1)=[O:4].Cl, predict the reaction product. The product is: [CH3:1][O:2][C:3]([C:5]1([C@H:10]2[CH2:15][CH2:14][NH:13][C@@H:12]([C:16]3[CH:21]=[CH:20][C:19]([C:22]([F:25])([F:23])[F:24])=[CH:18][CH:17]=3)[CH2:11]2)[CH2:6][CH2:7][CH2:8][CH2:9]1)=[O:4]. (3) Given the reactants C(N1CC[N:14]([CH2:17][CH:18]([NH:25][C:26](=O)CCCC2C(=O)C(C)=C(C)C(=O)C=2C)C2C=CC=CC=2)CC1)CCCCCCCCC.[OH:42]CCCCCCCCCCN1CCN(CC(NC(=O)CCCC2C(=O)C(C)=C(C)C(=O)C=2C)C2C=CC=CC=2)CC1.OCCCCCCCCCCN1CCN(C(=O)C(NC(=O)CCCC2C(=O)C(C)=C(C)C(=O)C=2C)C2C=CC=CC=2)CC1.O[C:128]1[C:133](C)=[CH:132][C:131]([NH:135][C:136](=[O:152])[CH2:137][CH2:138][CH2:139][CH2:140][C:141]2[C:146](=O)C(C)=[C:144]([CH3:149])[C:143](=[O:150])[C:142]=2[CH3:151])=[CH:130][C:129]=1C.OC1C(C)=C(C)C(O)=C(C)C=1CCCCC(NC1C=C(C)C(O)=C(C)C=1)=O, predict the reaction product. The product is: [N:14]1([C:128]2[CH:129]=[CH:130][C:131]([NH:135][C:136](=[O:152])[CH2:137][CH2:138][C:139]3[C:140](=[O:42])[C:141]([CH3:146])=[C:142]([CH3:151])[C:143](=[O:150])[C:144]=3[CH3:149])=[CH:132][CH:133]=2)[CH:17]=[CH:18][N:25]=[CH:26]1.